Dataset: Forward reaction prediction with 1.9M reactions from USPTO patents (1976-2016). Task: Predict the product of the given reaction. (1) Given the reactants [CH2:1]([N:3]([CH2:9][C:10]1[CH:15]=[C:14]([N:16]2[CH:20]=[CH:19][CH:18]=[N:17]2)[CH:13]=[CH:12][C:11]=1I)[C:4]([CH:6]1[CH2:8][CH2:7]1)=[O:5])[CH3:2].[B:22]1([B:22]2[O:26][C:25]([CH3:28])([CH3:27])[C:24]([CH3:30])([CH3:29])[O:23]2)[O:26][C:25]([CH3:28])([CH3:27])[C:24]([CH3:30])([CH3:29])[O:23]1, predict the reaction product. The product is: [CH2:1]([N:3]([CH2:9][C:10]1[CH:15]=[C:14]([N:16]2[CH:20]=[CH:19][CH:18]=[N:17]2)[CH:13]=[CH:12][C:11]=1[B:22]1[O:26][C:25]([CH3:28])([CH3:27])[C:24]([CH3:30])([CH3:29])[O:23]1)[C:4]([CH:6]1[CH2:8][CH2:7]1)=[O:5])[CH3:2]. (2) The product is: [Br:25][C:26]1[CH:31]=[CH:30][C:29]([N:32]2[CH2:37][CH2:36][N:35]([C:47](=[O:48])[CH2:46][N:43]3[C:44]([CH3:45])=[C:40]([Cl:39])[C:41]([C:50]([F:53])([F:52])[F:51])=[N:42]3)[CH2:34][CH2:33]2)=[CH:28][C:27]=1[CH3:38]. Given the reactants CN(C(ON1N=NC2C=CC=NC1=2)=[N+](C)C)C.F[P-](F)(F)(F)(F)F.[Br:25][C:26]1[CH:31]=[CH:30][C:29]([N:32]2[CH2:37][CH2:36][NH:35][CH2:34][CH2:33]2)=[CH:28][C:27]=1[CH3:38].[Cl:39][C:40]1[C:41]([C:50]([F:53])([F:52])[F:51])=[N:42][N:43]([CH2:46][C:47](O)=[O:48])[C:44]=1[CH3:45], predict the reaction product. (3) Given the reactants [F:1][C:2]1[CH:3]=[C:4]([C:9]2[CH:14]=[CH:13][CH:12]=[C:11]([O:15][CH3:16])[CH:10]=2)[CH:5]=[CH:6][C:7]=1[CH3:8].[Br:17]N1C(=O)CCC1=O.C(OOC(=O)C1C=CC=CC=1)(=O)C1C=CC=CC=1, predict the reaction product. The product is: [Br:17][CH2:8][C:7]1[CH:6]=[CH:5][C:4]([C:9]2[CH:14]=[CH:13][CH:12]=[C:11]([O:15][CH3:16])[CH:10]=2)=[CH:3][C:2]=1[F:1]. (4) Given the reactants [NH:1]1[CH2:6][CH2:5][CH2:4][CH2:3][CH:2]1[CH:7]([OH:18])[CH2:8][CH2:9][CH2:10][CH2:11][CH2:12][CH2:13][CH2:14][CH2:15][CH2:16][CH3:17].N1C=CC=CC=1C=O.C([Mg]Br)CCCCCCCCC, predict the reaction product. The product is: [N:1]1[CH:6]=[CH:5][CH:4]=[CH:3][C:2]=1[CH:7]([OH:18])[CH2:8][CH2:9][CH2:10][CH2:11][CH2:12][CH2:13][CH2:14][CH2:15][CH2:16][CH3:17]. (5) Given the reactants [CH3:1][C:2]1[N:6]=[C:5]([CH3:7])[S:4][C:3]=1/[CH:8]=[CH:9]/[C:10](N(C)C)=O.[CH3:15][O:16][C:17]1[CH:18]=[CH:19][C:20]([CH3:27])=[C:21]([NH:23][C:24]([NH2:26])=[NH:25])[CH:22]=1, predict the reaction product. The product is: [CH3:7][C:5]1[S:4][C:3]([C:8]2[CH:9]=[CH:10][N:26]=[C:24]([NH:23][C:21]3[CH:22]=[C:17]([O:16][CH3:15])[CH:18]=[CH:19][C:20]=3[CH3:27])[N:25]=2)=[C:2]([CH3:1])[N:6]=1. (6) The product is: [C@@H:15]([NH:14][C:6]1[CH:5]=[C:4]([CH:9]=[C:8]([CH2:10][C:11](=[O:13])[CH3:12])[N:7]=1)[C:3]([OH:19])=[O:2])([CH2:17][CH3:18])[CH3:16]. Given the reactants C[O:2][C:3](=[O:19])[C:4]1[CH:9]=[C:8]([CH2:10][C:11](=[O:13])[CH3:12])[N:7]=[C:6]([NH:14][C@H:15]([CH2:17][CH3:18])[CH3:16])[CH:5]=1.[OH-].[Li+].Cl, predict the reaction product.